This data is from Retrosynthesis with 50K atom-mapped reactions and 10 reaction types from USPTO. The task is: Predict the reactants needed to synthesize the given product. Given the product CC(C)(C)OC(=O)N[C@@H](c1nc(-c2cc(F)ccc2F)cn1Cc1ccccc1)C1CCOCC1, predict the reactants needed to synthesize it. The reactants are: BrCc1ccccc1.CC(C)(C)OC(=O)N[C@@H](c1nc(-c2cc(F)ccc2F)c[nH]1)C1CCOCC1.